From a dataset of Full USPTO retrosynthesis dataset with 1.9M reactions from patents (1976-2016). Predict the reactants needed to synthesize the given product. Given the product [Cl:29][C:23]1[CH:22]=[C:21]([C:18]2[CH:19]=[CH:20][N:16]([CH2:15][C@@H:14]([NH:13][C:10]([C:2]3[NH:1][C:5]4[CH:6]=[CH:7][CH:8]=[CH:9][C:4]=4[N:3]=3)=[O:12])[CH3:30])[N:17]=2)[CH:28]=[CH:27][C:24]=1[C:25]#[N:26], predict the reactants needed to synthesize it. The reactants are: [NH:1]1[C:5]2[CH:6]=[CH:7][CH:8]=[CH:9][C:4]=2[N:3]=[C:2]1[C:10]([OH:12])=O.[NH2:13][C@@H:14]([CH3:30])[CH2:15][N:16]1[CH:20]=[CH:19][C:18]([C:21]2[CH:28]=[CH:27][C:24]([C:25]#[N:26])=[C:23]([Cl:29])[CH:22]=2)=[N:17]1.